Task: Regression/Classification. Given a drug SMILES string, predict its toxicity properties. Task type varies by dataset: regression for continuous values (e.g., LD50, hERG inhibition percentage) or binary classification for toxic/non-toxic outcomes (e.g., AMES mutagenicity, cardiotoxicity, hepatotoxicity). Dataset: ames.. Dataset: Ames mutagenicity test results for genotoxicity prediction (1) The drug is CCC(C)C. The result is 0 (non-mutagenic). (2) The molecule is CN1C=CN(COCCC(C)(C)[N+](=O)[O-])C1/C=N/O. The result is 0 (non-mutagenic). (3) The molecule is Cc1ccc(C)o1. The result is 0 (non-mutagenic). (4) The compound is c1ccc2sc(SSc3nc4ccccc4s3)nc2c1. The result is 1 (mutagenic). (5) The compound is Cc1ccc2ccccc2c1C. The result is 0 (non-mutagenic).